From a dataset of Peptide-MHC class I binding affinity with 185,985 pairs from IEDB/IMGT. Regression. Given a peptide amino acid sequence and an MHC pseudo amino acid sequence, predict their binding affinity value. This is MHC class I binding data. (1) The peptide sequence is FLKEKGGL. The MHC is HLA-A68:01 with pseudo-sequence HLA-A68:01. The binding affinity (normalized) is 0.0166. (2) The peptide sequence is FELLNAPAT. The MHC is HLA-B18:01 with pseudo-sequence HLA-B18:01. The binding affinity (normalized) is 0.472. (3) The peptide sequence is KVIKLVKSL. The MHC is HLA-A02:06 with pseudo-sequence HLA-A02:06. The binding affinity (normalized) is 0.486. (4) The peptide sequence is SEIDLILGY. The MHC is HLA-A31:01 with pseudo-sequence HLA-A31:01. The binding affinity (normalized) is 0.107. (5) The peptide sequence is KALKLSWFK. The MHC is HLA-A31:01 with pseudo-sequence HLA-A31:01. The binding affinity (normalized) is 0. (6) The peptide sequence is NIFLRFIPDK. The MHC is HLA-A11:01 with pseudo-sequence HLA-A11:01. The binding affinity (normalized) is 0.292. (7) The peptide sequence is GVAMPNLYK. The MHC is HLA-B07:02 with pseudo-sequence HLA-B07:02. The binding affinity (normalized) is 0.0847.